From a dataset of NCI-60 drug combinations with 297,098 pairs across 59 cell lines. Regression. Given two drug SMILES strings and cell line genomic features, predict the synergy score measuring deviation from expected non-interaction effect. (1) Drug 2: COC1=NC(=NC2=C1N=CN2C3C(C(C(O3)CO)O)O)N. Cell line: HCT116. Drug 1: C1CCC(CC1)NC(=O)N(CCCl)N=O. Synergy scores: CSS=49.7, Synergy_ZIP=2.86, Synergy_Bliss=1.62, Synergy_Loewe=-16.8, Synergy_HSA=0.363. (2) Drug 1: C1=CC(=C2C(=C1NCCNCCO)C(=O)C3=C(C=CC(=C3C2=O)O)O)NCCNCCO. Drug 2: CC1=CC=C(C=C1)C2=CC(=NN2C3=CC=C(C=C3)S(=O)(=O)N)C(F)(F)F. Cell line: NCI-H522. Synergy scores: CSS=53.7, Synergy_ZIP=-2.69, Synergy_Bliss=-3.14, Synergy_Loewe=-5.00, Synergy_HSA=0.660.